This data is from Forward reaction prediction with 1.9M reactions from USPTO patents (1976-2016). The task is: Predict the product of the given reaction. (1) Given the reactants CC(N=N[C:8]([C:11]#N)([CH3:10])C)(C#N)C.[OH2:13].[CH3:14][OH:15].C[C:17](=[O:20])[CH2:18]C, predict the reaction product. The product is: [C:17]([O:20][CH:8]([CH3:10])[CH2:11][O:15][CH3:14])(=[O:13])[CH3:18]. (2) Given the reactants [Cl:1][C:2]1[CH:15]=[CH:14][C:5]([O:6][C:7]2[CH:8]=[CH:9][C:10](I)=[N:11][CH:12]=2)=[CH:4][C:3]=1[C:16]([F:19])([F:18])[F:17].[C:20]([O:28][CH2:29][CH3:30])(=[O:27])[CH2:21][C:22]([O:24][CH2:25][CH3:26])=[O:23].N1C=CC=CC=1C(O)=O.C([O-])([O-])=O.[Cs+].[Cs+], predict the reaction product. The product is: [Cl:1][C:2]1[CH:15]=[CH:14][C:5]([O:6][C:7]2[CH:8]=[CH:9][C:10]([CH:21]([C:22]([O:24][CH2:25][CH3:26])=[O:23])[C:20]([O:28][CH2:29][CH3:30])=[O:27])=[N:11][CH:12]=2)=[CH:4][C:3]=1[C:16]([F:19])([F:18])[F:17]. (3) Given the reactants [O:1]1[CH2:6][CH2:5][N:4]([CH2:7][CH2:8][CH2:9][C:10]2[C:18]3[C:13](=[CH:14][CH:15]=[C:16]([NH2:19])[CH:17]=3)[NH:12][CH:11]=2)[CH2:3][CH2:2]1.I.[S:21]1[CH:25]=[CH:24][CH:23]=[C:22]1[C:26](SC)=[NH:27].N, predict the reaction product. The product is: [O:1]1[CH2:6][CH2:5][N:4]([CH2:7][CH2:8][CH2:9][C:10]2[C:18]3[C:13](=[CH:14][CH:15]=[C:16]([NH:19][C:26]([C:22]4[S:21][CH:25]=[CH:24][CH:23]=4)=[NH:27])[CH:17]=3)[NH:12][CH:11]=2)[CH2:3][CH2:2]1. (4) Given the reactants [NH:1]1[C:10]2[C:5](=[CH:6][CH:7]=[CH:8][CH:9]=2)[CH:4]([C:11]([OH:13])=O)[CH2:3][CH2:2]1.Cl.[CH3:15][NH:16][O:17][CH3:18].CN1CCOCC1.Cl.C(N=C=NCCCN(C)C)C, predict the reaction product. The product is: [CH3:18][O:17][N:16]([CH3:15])[C:11]([CH:4]1[C:5]2[C:10](=[CH:9][CH:8]=[CH:7][CH:6]=2)[NH:1][CH2:2][CH2:3]1)=[O:13]. (5) Given the reactants [OH:1][C@@H:2]([CH3:6])[C:3](N)=O.F[B-](F)(F)F.C([O+](CC)CC)C.[NH2:19][C:20]1[C:21]([NH:29][C@@H:30]2[CH2:35][O:34][C@@H:33]([CH2:36][OH:37])[CH2:32][CH2:31]2)=[C:22]2[S:28][CH:27]=[CH:26][C:23]2=[N:24][CH:25]=1, predict the reaction product. The product is: [OH:37][CH2:36][C@@H:33]1[O:34][CH2:35][C@@H:30]([N:29]2[C:21]3=[C:22]4[S:28][CH:27]=[CH:26][C:23]4=[N:24][CH:25]=[C:20]3[N:19]=[C:3]2[C@@H:2]([OH:1])[CH3:6])[CH2:31][CH2:32]1. (6) Given the reactants [N:1]1[CH:6]=[CH:5][CH:4]=[C:3]([CH:7]=O)[CH:2]=1.[C:9]([O-:12])(=[O:11])[CH3:10].[NH4+:13].C(O)(=O)CC(O)=O, predict the reaction product. The product is: [NH2:13][CH:7]([C:3]1[CH:2]=[N:1][CH:6]=[CH:5][CH:4]=1)[CH2:10][C:9]([OH:12])=[O:11].